Dataset: Full USPTO retrosynthesis dataset with 1.9M reactions from patents (1976-2016). Task: Predict the reactants needed to synthesize the given product. (1) Given the product [F:1][C:2]1[CH:28]=[CH:27][C:5]([CH2:6][NH:7][C:8]([C:10]2[C:19]([OH:20])=[C:18]3[C:13]([CH:14]=[CH:15][CH:16]=[N:17]3)=[C:12]([CH:21]3[S:32][CH2:31][CH2:30][NH:29][C:23](=[O:25])[CH2:22]3)[N:11]=2)=[O:9])=[CH:4][CH:3]=1, predict the reactants needed to synthesize it. The reactants are: [F:1][C:2]1[CH:28]=[CH:27][C:5]([CH2:6][NH:7][C:8]([C:10]2[C:19]([OH:20])=[C:18]3[C:13]([CH:14]=[CH:15][CH:16]=[N:17]3)=[C:12](/[CH:21]=[CH:22]/[C:23]([O:25]C)=O)[N:11]=2)=[O:9])=[CH:4][CH:3]=1.[NH2:29][CH2:30][CH2:31][SH:32].O. (2) Given the product [Cl:12][C:13]1[C:14]([CH3:23])=[CH:15][C:16]([N+:20]([O-:22])=[O:21])=[C:17]([NH:24][CH2:25][CH2:26][N:27]2[CH2:32][CH2:31][CH:30]([C:33]([O:35][CH2:36][CH3:37])=[O:34])[CH2:29][CH2:28]2)[CH:18]=1, predict the reactants needed to synthesize it. The reactants are: N12CCCN=C1CCCCC2.[Cl:12][C:13]1[CH:18]=[C:17](Cl)[C:16]([N+:20]([O-:22])=[O:21])=[CH:15][C:14]=1[CH3:23].[NH2:24][CH2:25][CH2:26][N:27]1[CH2:32][CH2:31][CH:30]([C:33]([O:35][CH2:36][CH3:37])=[O:34])[CH2:29][CH2:28]1. (3) Given the product [CH3:1][O:2][C:3](=[O:25])[CH2:4][C:5]1[CH:6]=[C:7]([C:13]2[CH:18]=[CH:17][C:16]([C:19]([F:21])([F:20])[F:22])=[CH:15][C:14]=2[CH2:23][NH:26][C@@H:27]2[C:35]3[C:30](=[CH:31][CH:32]=[CH:33][CH:34]=3)[CH2:29][CH2:28]2)[C:8]([O:11][CH3:12])=[CH:9][CH:10]=1, predict the reactants needed to synthesize it. The reactants are: [CH3:1][O:2][C:3](=[O:25])[CH2:4][C:5]1[CH:6]=[C:7]([C:13]2[CH:18]=[CH:17][C:16]([C:19]([F:22])([F:21])[F:20])=[CH:15][C:14]=2[CH:23]=O)[C:8]([O:11][CH3:12])=[CH:9][CH:10]=1.[NH2:26][C@@H:27]1[C:35]2[C:30](=[CH:31][CH:32]=[CH:33][CH:34]=2)[CH2:29][CH2:28]1. (4) Given the product [C:1]([N:4]1[C:16]2[CH:15]=[CH:14][C:13]([Si:25]([C:19]3[CH:20]=[CH:21][CH:22]=[CH:23][CH:24]=3)([C:26]3[CH:31]=[CH:30][CH:29]=[CH:28][CH:27]=3)[C:32]3[CH:33]=[CH:34][CH:35]=[CH:36][CH:37]=3)=[CH:12][C:11]=2[C:10]2[C:5]1=[CH:6][CH:7]=[C:8]([Si:25]([C:26]1[CH:27]=[CH:28][CH:29]=[CH:30][CH:31]=1)([C:32]1[CH:37]=[CH:36][CH:35]=[CH:34][CH:33]=1)[C:19]1[CH:20]=[CH:21][CH:22]=[CH:23][CH:24]=1)[CH:9]=2)(=[O:3])[CH3:2], predict the reactants needed to synthesize it. The reactants are: [C:1]([N:4]1[C:16]2[CH:15]=[CH:14][C:13](I)=[CH:12][C:11]=2[C:10]2[C:5]1=[CH:6][CH:7]=[C:8](I)[CH:9]=2)(=[O:3])[CH3:2].[C:19]1([SiH:25]([C:32]2[CH:37]=[CH:36][CH:35]=[CH:34][CH:33]=2)[C:26]2[CH:31]=[CH:30][CH:29]=[CH:28][CH:27]=2)[CH:24]=[CH:23][CH:22]=[CH:21][CH:20]=1. (5) The reactants are: [F:1][C:2]1[CH:3]=[C:4]([CH:30]=[C:31]([F:33])[CH:32]=1)[CH2:5][NH:6][C:7]1[CH:12]=[C:11]([NH:13][C:14]2[CH:19]=[CH:18][C:17]([N:20]3[CH2:25][CH2:24][NH:23][CH2:22][CH2:21]3)=[CH:16][CH:15]=2)[N:10]=[CH:9][C:8]=1[CH2:26][C:27]([NH2:29])=[O:28].Br[CH2:35][CH2:36][C:37]#[N:38].C(=O)([O-])[O-].[K+].[K+]. Given the product [C:37]([CH2:36][CH2:35][N:23]1[CH2:24][CH2:25][N:20]([C:17]2[CH:16]=[CH:15][C:14]([NH:13][C:11]3[N:10]=[CH:9][C:8]([CH2:26][C:27]([NH2:29])=[O:28])=[C:7]([NH:6][CH2:5][C:4]4[CH:3]=[C:2]([F:1])[CH:32]=[C:31]([F:33])[CH:30]=4)[CH:12]=3)=[CH:19][CH:18]=2)[CH2:21][CH2:22]1)#[N:38], predict the reactants needed to synthesize it. (6) Given the product [F:35][C:32]1[CH:33]=[CH:34][C:29]([NH:28][C:26]2[CH:25]=[CH:24][N:23]=[C:22]([NH:21][C:18]3[CH:17]=[CH:16][C:15]([S:12]([N:11]([CH:8]4[CH2:9][CH2:10][C:5](=[O:4])[CH2:6][CH2:7]4)[CH2:36][CH2:37][N:38]4[CH2:42][CH2:41][CH2:40][CH2:39]4)(=[O:13])=[O:14])=[CH:20][CH:19]=3)[N:27]=2)=[CH:30][CH:31]=1, predict the reactants needed to synthesize it. The reactants are: O1[C:5]2([CH2:10][CH2:9][CH:8]([N:11]([CH2:36][CH2:37][N:38]3[CH2:42][CH2:41][CH2:40][CH2:39]3)[S:12]([C:15]3[CH:20]=[CH:19][C:18]([NH:21][C:22]4[N:27]=[C:26]([NH:28][C:29]5[CH:34]=[CH:33][C:32]([F:35])=[CH:31][CH:30]=5)[CH:25]=[CH:24][N:23]=4)=[CH:17][CH:16]=3)(=[O:14])=[O:13])[CH2:7][CH2:6]2)[O:4]CC1.Cl.[OH-].[Na+].